Task: Regression. Given two drug SMILES strings and cell line genomic features, predict the synergy score measuring deviation from expected non-interaction effect.. Dataset: NCI-60 drug combinations with 297,098 pairs across 59 cell lines Drug 1: CS(=O)(=O)C1=CC(=C(C=C1)C(=O)NC2=CC(=C(C=C2)Cl)C3=CC=CC=N3)Cl. Drug 2: COC1=C(C=C2C(=C1)N=CN=C2NC3=CC(=C(C=C3)F)Cl)OCCCN4CCOCC4. Cell line: OVCAR-4. Synergy scores: CSS=21.0, Synergy_ZIP=-4.05, Synergy_Bliss=0.251, Synergy_Loewe=-3.43, Synergy_HSA=1.58.